The task is: Predict the product of the given reaction.. This data is from Forward reaction prediction with 1.9M reactions from USPTO patents (1976-2016). (1) Given the reactants [Si:1]([O:8][CH2:9][C@H:10]1[N:15]([C:16]([O:18][C:19]([CH3:22])([CH3:21])[CH3:20])=[O:17])[CH2:14][C@@H:13]([CH:23]=O)[O:12][CH2:11]1)([C:4]([CH3:7])([CH3:6])[CH3:5])([CH3:3])[CH3:2].[Br-].[N+:26]([C:29]1[CH:54]=[CH:53][CH:52]=[CH:51][C:30]=1[CH2:31][P+](C1C=CC=CC=1)(C1C=CC=CC=1)C1C=CC=CC=1)([O-:28])=[O:27].C(=O)([O-])[O-].[K+].[K+], predict the reaction product. The product is: [Si:1]([O:8][CH2:9][C@H:10]1[N:15]([C:16]([O:18][C:19]([CH3:21])([CH3:22])[CH3:20])=[O:17])[CH2:14][C@@H:13](/[CH:23]=[CH:31]/[C:30]2[CH:51]=[CH:52][CH:53]=[CH:54][C:29]=2[N+:26]([O-:28])=[O:27])[O:12][CH2:11]1)([C:4]([CH3:7])([CH3:6])[CH3:5])([CH3:3])[CH3:2]. (2) Given the reactants [CH2:1]([C:8]1[C:13]([O:14][CH3:15])=[CH:12][C:11]([CH2:16][C@H:17]([NH:19]C(=O)C(F)(F)F)[CH3:18])=[C:10]([O:26][CH3:27])[CH:9]=1)[C:2]1[CH:7]=[CH:6][CH:5]=[CH:4][CH:3]=1.[OH-].[Na+].[ClH:30], predict the reaction product. The product is: [ClH:30].[CH2:1]([C:8]1[C:13]([O:14][CH3:15])=[CH:12][C:11]([CH2:16][C@H:17]([NH2:19])[CH3:18])=[C:10]([O:26][CH3:27])[CH:9]=1)[C:2]1[CH:3]=[CH:4][CH:5]=[CH:6][CH:7]=1. (3) Given the reactants [Cl:1][C:2]1[C:20]([Cl:21])=[CH:19][C:5]2[N:6]([C:9]3[S:13][C:12]([C:14]([O:16][CH3:17])=[O:15])=[C:11]([OH:18])[CH:10]=3)[CH:7]=[N:8][C:4]=2[CH:3]=1.[S:22]1[CH:26]=[CH:25][C:24]([CH2:27]O)=[CH:23]1.N(C(OCC)=O)NC(OCC)=O, predict the reaction product. The product is: [Cl:1][C:2]1[C:20]([Cl:21])=[CH:19][C:5]2[N:6]([C:9]3[S:13][C:12]([C:14]([O:16][CH3:17])=[O:15])=[C:11]([O:18][CH2:27][C:24]4[CH:25]=[CH:26][S:22][CH:23]=4)[CH:10]=3)[CH:7]=[N:8][C:4]=2[CH:3]=1. (4) Given the reactants [Br:1][C:2]1[CH:7]=[CH:6][N:5]2[C:8](=[O:15])[N:9]([CH2:11][CH:12]([CH3:14])[CH3:13])[N:10]=[C:4]2[C:3]=1I.[CH3:17][C:18]1[CH:23]=[CH:22][C:21](B(O)O)=[CH:20][CH:19]=1.C([O-])([O-])=O.[K+].[K+], predict the reaction product. The product is: [Br:1][C:2]1[CH:7]=[CH:6][N:5]2[C:8](=[O:15])[N:9]([CH2:11][CH:12]([CH3:14])[CH3:13])[N:10]=[C:4]2[C:3]=1[C:21]1[CH:22]=[CH:23][C:18]([CH3:17])=[CH:19][CH:20]=1. (5) The product is: [Cl:1][C:2]1[C:3]([C:16]2[C:21]([Cl:22])=[CH:20][N:19]=[C:18]([NH2:25])[CH:17]=2)=[N:4][C:5]([NH:8][CH2:9][CH:10]2[CH2:15][CH2:14][O:13][CH2:12][CH2:11]2)=[CH:6][CH:7]=1. Given the reactants [Cl:1][C:2]1[C:3]([C:16]2[C:21]([Cl:22])=[CH:20][N:19]=[C:18](F)[CH:17]=2)=[N:4][C:5]([NH:8][CH2:9][CH:10]2[CH2:15][CH2:14][O:13][CH2:12][CH2:11]2)=[CH:6][CH:7]=1.[OH-].[NH4+:25], predict the reaction product. (6) Given the reactants [Br:1][C:2]1[CH:3]=[C:4]([NH:8][C:9](=[O:11])[CH3:10])[CH:5]=[CH:6][CH:7]=1.CC(O)=O.[N+:16]([O-])([O-:18])=[O:17].[K+], predict the reaction product. The product is: [Br:1][C:2]1[CH:3]=[C:4]([NH:8][C:9](=[O:11])[CH3:10])[CH:5]=[CH:6][C:7]=1[N+:16]([O-:18])=[O:17].